Task: Predict the product of the given reaction.. Dataset: Forward reaction prediction with 1.9M reactions from USPTO patents (1976-2016) (1) Given the reactants [F:1][CH:2]([C:7]1[CH:8]=[C:9]([CH:26]=[CH:27][CH:28]=1)[CH2:10][CH:11]([C:17]([C:19]1[CH:24]=[CH:23][C:22]([F:25])=[CH:21][CH:20]=1)=[O:18])[C:12]([O:14][CH2:15][CH3:16])=[O:13])[C:3]([F:6])([CH3:5])[CH3:4].Cl, predict the reaction product. The product is: [F:1][CH:2]([C:7]1[CH:8]=[C:9]([CH:26]=[CH:27][CH:28]=1)[CH2:10][CH:11]([CH:17]([C:19]1[CH:24]=[CH:23][C:22]([F:25])=[CH:21][CH:20]=1)[OH:18])[C:12]([O:14][CH2:15][CH3:16])=[O:13])[C:3]([F:6])([CH3:4])[CH3:5]. (2) Given the reactants [NH2:1][CH2:2][C:3]([C:12]1[CH:17]=[CH:16][CH:15]=[CH:14][CH:13]=1)([C:6]1[CH:11]=[CH:10][CH:9]=[CH:8][CH:7]=1)[CH2:4][OH:5].[CH3:18][C:19]([O:22][C:23](O[C:23]([O:22][C:19]([CH3:21])([CH3:20])[CH3:18])=[O:24])=[O:24])([CH3:21])[CH3:20], predict the reaction product. The product is: [OH:5][CH2:4][C:3]([C:12]1[CH:17]=[CH:16][CH:15]=[CH:14][CH:13]=1)([C:6]1[CH:11]=[CH:10][CH:9]=[CH:8][CH:7]=1)[CH2:2][NH:1][C:23](=[O:24])[O:22][C:19]([CH3:21])([CH3:20])[CH3:18]. (3) Given the reactants [C:1]1([C:7]#[C:8][C:9]2[CH:10]=[C:11]([C:15]([N:17]3[CH2:22][CH2:21][CH:20]([C:23]4[CH:24]=[C:25]([CH:28]=[CH:29][CH:30]=4)[C:26]#[N:27])[CH2:19][CH2:18]3)=[O:16])[CH:12]=[N:13][CH:14]=2)[CH:6]=[CH:5][CH:4]=[CH:3][CH:2]=1.[ClH:31], predict the reaction product. The product is: [ClH:31].[ClH:31].[C:1]1([C:7]#[C:8][C:9]2[CH:10]=[C:11]([C:15]([N:17]3[CH2:18][CH2:19][CH:20]([C:23]4[CH:24]=[C:25]([CH:28]=[CH:29][CH:30]=4)[CH2:26][NH2:27])[CH2:21][CH2:22]3)=[O:16])[CH:12]=[N:13][CH:14]=2)[CH:2]=[CH:3][CH:4]=[CH:5][CH:6]=1. (4) Given the reactants [S:1]1[CH:5]=[CH:4][CH:3]=[C:2]1[CH2:6][CH2:7][OH:8].C(NC(C)C)(C)C.[CH3:16][O:17][CH2:18][CH2:19][O:20][CH2:21]Cl, predict the reaction product. The product is: [CH3:16][O:17][CH2:18][CH2:19][O:20][CH2:21][O:8][CH2:7][CH2:6][C:2]1[S:1][CH:5]=[CH:4][CH:3]=1. (5) Given the reactants Cl[C:2]1[C:7]([F:8])=[CH:6][N:5]=[C:4]2[N:9]([S:22]([C:25]3[CH:30]=[CH:29][CH:28]=[CH:27][CH:26]=3)(=[O:24])=[O:23])[C:10]([C:12]3[CH2:21][CH2:20][C:15]4([O:19][CH2:18][CH2:17][O:16]4)[CH2:14][CH:13]=3)=[CH:11][C:3]=12.[F:31][C:32]1[CH:33]=[CH:34][C:35]([O:41][CH3:42])=[C:36](B(O)O)[CH:37]=1.P([O-])([O-])([O-])=O.[K+].[K+].[K+], predict the reaction product. The product is: [F:8][C:7]1[C:2]([C:34]2[CH:33]=[C:32]([F:31])[CH:37]=[CH:36][C:35]=2[O:41][CH3:42])=[C:3]2[CH:11]=[C:10]([C:12]3[CH2:21][CH2:20][C:15]4([O:19][CH2:18][CH2:17][O:16]4)[CH2:14][CH:13]=3)[N:9]([S:22]([C:25]3[CH:30]=[CH:29][CH:28]=[CH:27][CH:26]=3)(=[O:24])=[O:23])[C:4]2=[N:5][CH:6]=1. (6) Given the reactants [CH3:1][C:2]1[CH:7]=[CH:6][N:5]=[C:4]([NH:8][CH2:9][CH2:10][CH2:11][CH2:12][C:13]([O:15]CC)=[O:14])[CH:3]=1.[OH-].[Na+], predict the reaction product. The product is: [CH3:1][C:2]1[CH:7]=[CH:6][N:5]=[C:4]([NH:8][CH2:9][CH2:10][CH2:11][CH2:12][C:13]([OH:15])=[O:14])[CH:3]=1.